Dataset: Full USPTO retrosynthesis dataset with 1.9M reactions from patents (1976-2016). Task: Predict the reactants needed to synthesize the given product. Given the product [N:1]([C:2]1[S:3][C:4]([C:8]([NH:10][CH2:11][C:12]2[CH:17]=[CH:16][CH:15]=[CH:14][CH:13]=2)=[O:9])=[C:5]([CH3:7])[N:6]=1)=[N+:28]=[N-:29], predict the reactants needed to synthesize it. The reactants are: [NH2:1][C:2]1[S:3][C:4]([C:8]([NH:10][CH2:11][C:12]2[CH:17]=[CH:16][CH:15]=[CH:14][CH:13]=2)=[O:9])=[C:5]([CH3:7])[N:6]=1.S([N:28]=[N+:29]=[N-])(C1C=CC(C)=CC=1)(=O)=O.